From a dataset of NCI-60 drug combinations with 297,098 pairs across 59 cell lines. Regression. Given two drug SMILES strings and cell line genomic features, predict the synergy score measuring deviation from expected non-interaction effect. (1) Drug 1: C1=NC2=C(N1)C(=S)N=C(N2)N. Drug 2: C1CC(C1)(C(=O)O)C(=O)O.[NH2-].[NH2-].[Pt+2]. Cell line: T-47D. Synergy scores: CSS=12.9, Synergy_ZIP=-8.82, Synergy_Bliss=-6.12, Synergy_Loewe=-12.6, Synergy_HSA=-5.88. (2) Drug 1: CCC1=CC2CC(C3=C(CN(C2)C1)C4=CC=CC=C4N3)(C5=C(C=C6C(=C5)C78CCN9C7C(C=CC9)(C(C(C8N6C)(C(=O)OC)O)OC(=O)C)CC)OC)C(=O)OC.C(C(C(=O)O)O)(C(=O)O)O. Drug 2: C1=CC(=CC=C1CCCC(=O)O)N(CCCl)CCCl. Cell line: HOP-92. Synergy scores: CSS=40.2, Synergy_ZIP=-13.0, Synergy_Bliss=-9.56, Synergy_Loewe=-4.87, Synergy_HSA=-2.59. (3) Drug 1: CC(CN1CC(=O)NC(=O)C1)N2CC(=O)NC(=O)C2. Drug 2: CCCCC(=O)OCC(=O)C1(CC(C2=C(C1)C(=C3C(=C2O)C(=O)C4=C(C3=O)C=CC=C4OC)O)OC5CC(C(C(O5)C)O)NC(=O)C(F)(F)F)O. Cell line: MCF7. Synergy scores: CSS=11.6, Synergy_ZIP=-7.05, Synergy_Bliss=-3.79, Synergy_Loewe=-1.90, Synergy_HSA=-2.46. (4) Drug 1: C(CC(=O)O)C(=O)CN.Cl. Drug 2: COCCOC1=C(C=C2C(=C1)C(=NC=N2)NC3=CC=CC(=C3)C#C)OCCOC.Cl. Cell line: HOP-62. Synergy scores: CSS=-2.93, Synergy_ZIP=-0.109, Synergy_Bliss=2.48, Synergy_Loewe=0.349, Synergy_HSA=0.613. (5) Drug 1: CCC1(CC2CC(C3=C(CCN(C2)C1)C4=CC=CC=C4N3)(C5=C(C=C6C(=C5)C78CCN9C7C(C=CC9)(C(C(C8N6C=O)(C(=O)OC)O)OC(=O)C)CC)OC)C(=O)OC)O.OS(=O)(=O)O. Drug 2: CCC1(C2=C(COC1=O)C(=O)N3CC4=CC5=C(C=CC(=C5CN(C)C)O)N=C4C3=C2)O.Cl. Cell line: NCI-H226. Synergy scores: CSS=15.9, Synergy_ZIP=-5.31, Synergy_Bliss=-2.34, Synergy_Loewe=-14.2, Synergy_HSA=-4.59.